Task: Binary Classification. Given a miRNA mature sequence and a target amino acid sequence, predict their likelihood of interaction.. Dataset: Experimentally validated miRNA-target interactions with 360,000+ pairs, plus equal number of negative samples (1) The miRNA is rno-miR-292-5p with sequence ACUCAAACUGGGGGCUCUUUUG. The protein sequence of the target gene is MSGRGKQGGKARAKSKSRSSRAGLQFPVGRIHRLLRKGNYAERIGAGAPVYLAAVLEYLTAEILELAGNASRDNKKTRIIPRHLQLAIRNDEELNKLLGGVTIAQGGVLPNIQAVLLPKKTESHHHKAQSK. Result: 0 (no interaction). (2) The miRNA is hsa-miR-6739-5p with sequence UGGGAAAGAGAAAGAACAAGUA. The protein sequence of the target gene is MPFLLGLRQDKEACVGTNNQSYICDTGHCCGQSQCCNYYYELWWFWLVWTIIIILSCCCVCHHRRAKHRLQAQQRQHEINLIAYREAHNYSALPFYFRFLPNYLLPPYEEVVNRPPTPPPPYSAFQLQQQQLLPPQCGPAGGSPPGIDPTRGSQGAQSSPLSEPSRSSTRPPSIADPDPSDLPVDRAATKAPGMEPSGSVAGLGELDPGAFLDKDAECREELLKDDSSEHGAPDSKEKTPGRHRRFTGDSGIEVCVCNRGHHDDDLKEFNTLIDDALDGPLDFCDSCHVRPPGDEEEGLC.... Result: 1 (interaction). (3) The miRNA is hsa-miR-520f-3p with sequence AAGUGCUUCCUUUUAGAGGGUU. The protein sequence of the target gene is MPGLSCRFYQHKFPEVEDVVMVNVRSIAEMGAYVSLLEYNNIEGMILLSELSRRRIRSINKLIRIGRNECVVVIRVDKEKGYIDLSKRRVSPEEAIKCEDKFTKSKTVYSILRHVAEVLEYTKDEQLESLFQRTAWVFDDKYKRPGYGAYDAFKHAVSDPSILDSLDLNEDEREVLINNINRRLTPQAVKIRADIEVACYGYEGIDAVKEALRAGLNCSTENMPIKINLIAPPRYVMTTTTLERTEGLSVLSQAMAVIKEKIEEKRGVFNVQMEPKVVTDTDETELARQMERLERENAEV.... Result: 1 (interaction).